This data is from NCI-60 drug combinations with 297,098 pairs across 59 cell lines. The task is: Regression. Given two drug SMILES strings and cell line genomic features, predict the synergy score measuring deviation from expected non-interaction effect. Drug 1: C1=C(C(=O)NC(=O)N1)N(CCCl)CCCl. Drug 2: C1=NC2=C(N=C(N=C2N1C3C(C(C(O3)CO)O)O)F)N. Cell line: MCF7. Synergy scores: CSS=12.4, Synergy_ZIP=-6.50, Synergy_Bliss=-0.801, Synergy_Loewe=-8.94, Synergy_HSA=-2.22.